The task is: Regression. Given two drug SMILES strings and cell line genomic features, predict the synergy score measuring deviation from expected non-interaction effect.. This data is from NCI-60 drug combinations with 297,098 pairs across 59 cell lines. Drug 1: CC1=C(C(=O)C2=C(C1=O)N3CC4C(C3(C2COC(=O)N)OC)N4)N. Drug 2: CC(C)CN1C=NC2=C1C3=CC=CC=C3N=C2N. Cell line: NCIH23. Synergy scores: CSS=33.4, Synergy_ZIP=-0.952, Synergy_Bliss=-0.639, Synergy_Loewe=-16.8, Synergy_HSA=-2.55.